From a dataset of Forward reaction prediction with 1.9M reactions from USPTO patents (1976-2016). Predict the product of the given reaction. (1) Given the reactants [Br:1][C:2]1[CH:3]=[C:4]([CH:19]=[CH:20][CH:21]=1)[C:5]([NH:7][N:8]=[C:9]([C:13]1[CH:18]=[CH:17][CH:16]=[CH:15][CH:14]=1)[CH:10]=[N:11][OH:12])=[O:6].[CH3:22]I, predict the reaction product. The product is: [Br:1][C:2]1[CH:3]=[C:4]([CH:19]=[CH:20][CH:21]=1)[C:5]([NH:7][N:8]=[C:9]([C:13]1[CH:14]=[CH:15][CH:16]=[CH:17][CH:18]=1)[CH:10]=[N:11][O:12][CH3:22])=[O:6]. (2) The product is: [Br:1][C:2]1[CH:3]=[C:4]2[CH2:14][NH:22][CH2:8][C:5]2=[N:6][CH:7]=1. Given the reactants [Br:1][C:2]1[CH:3]=[C:4]([CH2:14]OS(C)(=O)=O)[C:5]([CH2:8]OS(C)(=O)=O)=[N:6][CH:7]=1.CO.[NH3:22], predict the reaction product. (3) Given the reactants ClC(Cl)(Cl)C(=N)O[CH:5]([C:7]1[C:15]2[C:11](=[CH:12][N:13]([CH:16]3[CH2:18][CH2:17]3)[N:14]=2)[CH:10]=[C:9]([Cl:19])[CH:8]=1)[CH3:6].[F:23][C:24]1[CH:29]=[CH:28][C:27]([C:30]2([CH2:43][OH:44])[CH2:35][CH2:34][N:33]([C:36]([O:38][C:39]([CH3:42])([CH3:41])[CH3:40])=[O:37])[CH2:32][CH2:31]2)=[CH:26][CH:25]=1, predict the reaction product. The product is: [Cl:19][C:9]1[CH:8]=[C:7]([CH:5]([O:44][CH2:43][C:30]2([C:27]3[CH:26]=[CH:25][C:24]([F:23])=[CH:29][CH:28]=3)[CH2:31][CH2:32][N:33]([C:36]([O:38][C:39]([CH3:40])([CH3:41])[CH3:42])=[O:37])[CH2:34][CH2:35]2)[CH3:6])[C:15]2[C:11](=[CH:12][N:13]([CH:16]3[CH2:18][CH2:17]3)[N:14]=2)[CH:10]=1. (4) Given the reactants Br[C:2]1[CH:3]=[C:4]([CH2:9][NH2:10])[CH:5]=[CH:6][C:7]=1[F:8].[CH3:11][C:12]([O:15][C:16]([N:18]1[CH2:23][CH2:22][N:21]([CH2:24][C:25]2[CH:26]=[C:27](B(O)O)[CH:28]=[CH:29][CH:30]=2)[CH2:20][CH2:19]1)=[O:17])([CH3:14])[CH3:13].C([O-])([O-])=O.[K+].[K+], predict the reaction product. The product is: [NH2:10][CH2:9][C:4]1[CH:5]=[CH:6][C:7]([F:8])=[C:2]([C:27]2[CH:28]=[CH:29][CH:30]=[C:25]([CH2:24][N:21]3[CH2:22][CH2:23][N:18]([C:16]([O:15][C:12]([CH3:14])([CH3:13])[CH3:11])=[O:17])[CH2:19][CH2:20]3)[CH:26]=2)[CH:3]=1.